From a dataset of Full USPTO retrosynthesis dataset with 1.9M reactions from patents (1976-2016). Predict the reactants needed to synthesize the given product. (1) Given the product [CH:1]([CH:4]1[C:9](=[O:10])[N:8]([CH3:11])[C:7]2[CH:12]=[C:13]([C:37]([NH2:38])=[O:41])[CH:14]=[C:15]([C:16]3[C:17]4[CH:26]=[CH:25][NH:24][C:18]=4[C:19](=[O:23])[N:20]([CH3:22])[CH:21]=3)[C:6]=2[O:5]1)([CH3:2])[CH3:3], predict the reactants needed to synthesize it. The reactants are: [CH:1]([CH:4]1[C:9](=[O:10])[N:8]([CH3:11])[C:7]2[CH:12]=[C:13]([C:37]#[N:38])[CH:14]=[C:15]([C:16]3[C:17]4[CH:26]=[CH:25][N:24](S(C5C=CC(C)=CC=5)(=O)=O)[C:18]=4[C:19](=[O:23])[N:20]([CH3:22])[CH:21]=3)[C:6]=2[O:5]1)([CH3:3])[CH3:2].C([OH:41])C. (2) Given the product [OH:26][CH2:25][CH2:24][CH2:23][O:10][N:11]1[C:12](=[O:21])[C:13]2[C:14](=[CH:17][CH:18]=[CH:19][CH:20]=2)[C:15]1=[O:16], predict the reactants needed to synthesize it. The reactants are: C(N(C(C)C)CC)(C)C.[OH:10][N:11]1[C:15](=[O:16])[C:14]2=[CH:17][CH:18]=[CH:19][CH:20]=[C:13]2[C:12]1=[O:21].Br[CH2:23][CH2:24][CH2:25][OH:26]. (3) The reactants are: [CH3:1][C:2]1[NH:6][C:5]2[CH:7]=[C:8]([O:12][CH2:13][C:14]3[CH:23]=[CH:22][CH:21]=[CH:20][C:15]=3[C:16]([O:18][CH3:19])=[O:17])[CH:9]=[C:10]([CH3:11])[C:4]=2[N:3]=1.[Cl:24][C:25]1[C:26]([CH2:35]Cl)=[N:27][CH:28]=[C:29]([C:31]([F:34])([F:33])[F:32])[CH:30]=1. Given the product [Cl:24][C:25]1[C:26]([CH2:35][N:6]2[C:5]3[CH:7]=[C:8]([O:12][CH2:13][C:14]4[CH:23]=[CH:22][CH:21]=[CH:20][C:15]=4[C:16]([O:18][CH3:19])=[O:17])[CH:9]=[C:10]([CH3:11])[C:4]=3[N:3]=[C:2]2[CH3:1])=[N:27][CH:28]=[C:29]([C:31]([F:33])([F:32])[F:34])[CH:30]=1, predict the reactants needed to synthesize it. (4) Given the product [F:15][C:2]([F:1])([F:14])[C:3]1[CH:4]=[C:5]([C:9]2[N:13]([CH2:18][C:19]3[CH:20]=[N:21][CH:22]=[CH:23][CH:24]=3)[N:12]=[N:11][N:10]=2)[CH:6]=[CH:7][CH:8]=1, predict the reactants needed to synthesize it. The reactants are: [F:1][C:2]([F:15])([F:14])[C:3]1[CH:4]=[C:5]([C:9]2[NH:13][N:12]=[N:11][N:10]=2)[CH:6]=[CH:7][CH:8]=1.Br.Br[CH2:18][C:19]1[CH:20]=[N:21][CH:22]=[CH:23][CH:24]=1.Br.BrCC1C=CN=CC=1. (5) Given the product [Cl:14][C:5]1[N:6]=[C:7]([N:8]2[CH2:9][CH2:10][O:11][CH2:12][CH2:13]2)[C:2]2[N:1]=[N:29][N:15]([CH:16]3[CH2:21][CH2:20][N:19]([C:22]([O:24][C:25]([CH3:28])([CH3:27])[CH3:26])=[O:23])[CH2:18][CH2:17]3)[C:3]=2[N:4]=1, predict the reactants needed to synthesize it. The reactants are: [NH2:1][C:2]1[C:3]([NH:15][CH:16]2[CH2:21][CH2:20][N:19]([C:22]([O:24][C:25]([CH3:28])([CH3:27])[CH3:26])=[O:23])[CH2:18][CH2:17]2)=[N:4][C:5]([Cl:14])=[N:6][C:7]=1[N:8]1[CH2:13][CH2:12][O:11][CH2:10][CH2:9]1.[N:29]([O-])=O.[Na+]. (6) Given the product [CH3:42][O:43][C:44]([C:47]1[N:48]=[C:49]([CH2:52][N:53]2[N:57]=[C:56]([NH:58][C:9]([C:7]3[N:8]=[C:4]([CH3:3])[O:5][C:6]=3[C:12]3[CH:13]=[C:14]([CH3:18])[CH:15]=[CH:16][CH:17]=3)=[O:11])[CH:55]=[N:54]2)[O:50][CH:51]=1)([CH3:46])[CH3:45], predict the reactants needed to synthesize it. The reactants are: N#N.[CH3:3][C:4]1[O:5][C:6]([C:12]2[CH:13]=[C:14]([CH3:18])[CH:15]=[CH:16][CH:17]=2)=[C:7]([C:9]([OH:11])=O)[N:8]=1.C1C=CC2N(O)N=NC=2C=1.C(Cl)CCl.CCN(C(C)C)C(C)C.[CH3:42][O:43][C:44]([C:47]1[N:48]=[C:49]([CH2:52][N:53]2[N:57]=[C:56]([NH2:58])[CH:55]=[N:54]2)[O:50][CH:51]=1)([CH3:46])[CH3:45].